Dataset: Cav3 T-type calcium channel HTS with 100,875 compounds. Task: Binary Classification. Given a drug SMILES string, predict its activity (active/inactive) in a high-throughput screening assay against a specified biological target. The drug is Brc1ccc(N(O)C(OCCNC(OC)=O)=O)cc1. The result is 0 (inactive).